From a dataset of Forward reaction prediction with 1.9M reactions from USPTO patents (1976-2016). Predict the product of the given reaction. Given the reactants [CH:1]([C:5]1[CH:6]=[C:7]([NH2:14])[C:8]([O:12][CH3:13])=[C:9]([NH2:11])[CH:10]=1)([CH2:3][CH3:4])[CH3:2].N1C=CC=CC=1.[CH3:21][S:22](Cl)(=[O:24])=[O:23], predict the reaction product. The product is: [NH2:14][C:7]1[C:8]([O:12][CH3:13])=[C:9]([NH:11][S:22]([CH3:21])(=[O:24])=[O:23])[CH:10]=[C:5]([CH:1]([CH2:3][CH3:4])[CH3:2])[CH:6]=1.